This data is from Reaction yield outcomes from USPTO patents with 853,638 reactions. The task is: Predict the reaction yield, written as a fraction of the theoretical maximum amount of product (1.0 means a 100% yield; for example, 0.34 means a 34% yield). The reactants are [CH3:1][C:2]1[C:6]2[C:7](=[O:19])[N:8]([CH2:11][CH2:12][N:13]3[CH2:18][CH2:17][O:16][CH2:15][CH2:14]3)[CH2:9][CH2:10][C:5]=2[NH:4][C:3]=1[CH:20]=O.[F:22][C:23]1[CH:24]=[C:25]2[C:29](=[C:30]([Br:32])[CH:31]=1)[NH:28][C:27](=[O:33])[CH2:26]2. No catalyst specified. The product is [Br:32][C:30]1[CH:31]=[C:23]([F:22])[CH:24]=[C:25]2[C:29]=1[NH:28][C:27](=[O:33])[C:26]2=[CH:20][C:3]1[NH:4][C:5]2[CH2:10][CH2:9][N:8]([CH2:11][CH2:12][N:13]3[CH2:14][CH2:15][O:16][CH2:17][CH2:18]3)[C:7](=[O:19])[C:6]=2[C:2]=1[CH3:1]. The yield is 0.895.